From a dataset of NCI-60 drug combinations with 297,098 pairs across 59 cell lines. Regression. Given two drug SMILES strings and cell line genomic features, predict the synergy score measuring deviation from expected non-interaction effect. (1) Drug 1: CC(C)NC(=O)C1=CC=C(C=C1)CNNC.Cl. Drug 2: C1CN(P(=O)(OC1)NCCCl)CCCl. Cell line: MDA-MB-231. Synergy scores: CSS=4.19, Synergy_ZIP=-3.76, Synergy_Bliss=-1.10, Synergy_Loewe=-1.25, Synergy_HSA=-0.544. (2) Drug 2: CCC(=C(C1=CC=CC=C1)C2=CC=C(C=C2)OCCN(C)C)C3=CC=CC=C3.C(C(=O)O)C(CC(=O)O)(C(=O)O)O. Synergy scores: CSS=26.3, Synergy_ZIP=-0.650, Synergy_Bliss=2.17, Synergy_Loewe=0.622, Synergy_HSA=5.17. Drug 1: C1CN1P(=S)(N2CC2)N3CC3. Cell line: T-47D. (3) Drug 1: C1C(C(OC1N2C=NC3=C(N=C(N=C32)Cl)N)CO)O. Drug 2: C1CN(P(=O)(OC1)NCCCl)CCCl. Cell line: T-47D. Synergy scores: CSS=17.5, Synergy_ZIP=3.38, Synergy_Bliss=7.65, Synergy_Loewe=7.06, Synergy_HSA=5.92. (4) Drug 1: C1=CN(C=N1)CC(O)(P(=O)(O)O)P(=O)(O)O. Drug 2: C1=NNC2=C1C(=O)NC=N2. Cell line: CCRF-CEM. Synergy scores: CSS=6.20, Synergy_ZIP=-2.88, Synergy_Bliss=-2.82, Synergy_Loewe=-0.789, Synergy_HSA=-0.826. (5) Drug 1: CC1CCC2CC(C(=CC=CC=CC(CC(C(=O)C(C(C(=CC(C(=O)CC(OC(=O)C3CCCCN3C(=O)C(=O)C1(O2)O)C(C)CC4CCC(C(C4)OC)O)C)C)O)OC)C)C)C)OC. Drug 2: CN(C(=O)NC(C=O)C(C(C(CO)O)O)O)N=O. Cell line: SK-OV-3. Synergy scores: CSS=6.41, Synergy_ZIP=-5.07, Synergy_Bliss=0.0225, Synergy_Loewe=-21.6, Synergy_HSA=-1.26. (6) Drug 1: CC1=C2C(C(=O)C3(C(CC4C(C3C(C(C2(C)C)(CC1OC(=O)C(C(C5=CC=CC=C5)NC(=O)OC(C)(C)C)O)O)OC(=O)C6=CC=CC=C6)(CO4)OC(=O)C)OC)C)OC. Drug 2: C1CCN(CC1)CCOC2=CC=C(C=C2)C(=O)C3=C(SC4=C3C=CC(=C4)O)C5=CC=C(C=C5)O. Cell line: DU-145. Synergy scores: CSS=69.7, Synergy_ZIP=15.2, Synergy_Bliss=17.1, Synergy_Loewe=-23.7, Synergy_HSA=15.7. (7) Drug 1: CS(=O)(=O)CCNCC1=CC=C(O1)C2=CC3=C(C=C2)N=CN=C3NC4=CC(=C(C=C4)OCC5=CC(=CC=C5)F)Cl. Drug 2: CCCCC(=O)OCC(=O)C1(CC(C2=C(C1)C(=C3C(=C2O)C(=O)C4=C(C3=O)C=CC=C4OC)O)OC5CC(C(C(O5)C)O)NC(=O)C(F)(F)F)O. Cell line: A498. Synergy scores: CSS=37.6, Synergy_ZIP=4.69, Synergy_Bliss=7.75, Synergy_Loewe=-8.18, Synergy_HSA=5.27.